Dataset: Forward reaction prediction with 1.9M reactions from USPTO patents (1976-2016). Task: Predict the product of the given reaction. (1) Given the reactants [OH:1][C:2]1[CH:11]=[CH:10][C:5]([C:6]([O:8][CH3:9])=[O:7])=[CH:4][CH:3]=1.[CH2:12](Br)[CH:13]=[CH2:14].C(=O)([O-])[O-].[K+].[K+].CCOC(C)=O, predict the reaction product. The product is: [CH2:14]([O:1][C:2]1[CH:3]=[CH:4][C:5]([C:6]([O:8][CH3:9])=[O:7])=[CH:10][CH:11]=1)[CH:13]=[CH2:12]. (2) Given the reactants [C:1]([C:4]1[C:9]([NH:10][C:11]([C:13]2[S:14][CH:15]=[C:16]([CH:18]([CH3:20])[CH3:19])[N:17]=2)=O)=[C:8]([CH3:21])[C:7]([O:22][CH3:23])=[CH:6][CH:5]=1)(=[O:3])[CH3:2].C(C1N=C(C2C=C(O)C3C(=CC(OC)=CC=3)N=2)SC=1)(C)C, predict the reaction product. The product is: [CH:18]([C:16]1[N:17]=[C:13]([C:11]2[CH:2]=[C:1]([OH:3])[C:4]3[C:9](=[C:8]([CH3:21])[C:7]([O:22][CH3:23])=[CH:6][CH:5]=3)[N:10]=2)[S:14][CH:15]=1)([CH3:20])[CH3:19]. (3) The product is: [CH3:18][C:15]12[CH2:17][CH:11]([N:10]([C:8]([C:5]3[CH:4]=[CH:3][C:2]([NH:1][C:21](=[O:24])[CH:22]=[CH2:23])=[CH:7][CH:6]=3)=[O:9])[CH2:16]1)[CH2:12][C:13]([CH3:20])([CH3:19])[CH2:14]2. Given the reactants [NH2:1][C:2]1[CH:7]=[CH:6][C:5]([C:8]([N:10]2[CH2:16][C:15]3([CH3:18])[CH2:17][CH:11]2[CH2:12][C:13]([CH3:20])([CH3:19])[CH2:14]3)=[O:9])=[CH:4][CH:3]=1.[C:21](Cl)(=[O:24])[CH:22]=[CH2:23], predict the reaction product. (4) Given the reactants [F:1][C:2]([F:24])([F:23])[C:3]1[CH:4]=[C:5]([C:13]2[N:17]=[CH:16][N:15](/[CH:18]=[CH:19]\[C:20](O)=[O:21])[N:14]=2)[CH:6]=[C:7]([C:9]([F:12])([F:11])[F:10])[CH:8]=1.Cl.[F:26][C:27]([F:34])([F:33])[C:28]1([OH:32])[CH2:31][NH:30][CH2:29]1.C(P1(=O)OP(CCC)(=O)OP(CCC)(=O)O1)CC.CCN(C(C)C)C(C)C, predict the reaction product. The product is: [F:24][C:2]([F:1])([F:23])[C:3]1[CH:4]=[C:5]([C:13]2[N:17]=[CH:16][N:15](/[CH:18]=[CH:19]\[C:20]([N:30]3[CH2:31][C:28]([OH:32])([C:27]([F:34])([F:33])[F:26])[CH2:29]3)=[O:21])[N:14]=2)[CH:6]=[C:7]([C:9]([F:10])([F:11])[F:12])[CH:8]=1. (5) Given the reactants [C:1]([NH:8][C@H:9]([C:36]1[CH:41]=[CH:40][CH:39]=[C:38]([O:42]CC2C=CC=CC=2)[CH:37]=1)[C@@H:10]([C:22]1[CH:27]=[CH:26][CH:25]=[C:24]([O:28]CC2C=CC=CC=2)[CH:23]=1)[NH:11][S:12]([C:15]1[CH:21]=[CH:20][C:18]([CH3:19])=[CH:17][CH:16]=1)(=[O:14])=[O:13])([O:3][C:4]([CH3:7])([CH3:6])[CH3:5])=[O:2].[H][H], predict the reaction product. The product is: [C:1]([NH:8][C@H:9]([C:36]1[CH:41]=[CH:40][CH:39]=[C:38]([OH:42])[CH:37]=1)[C@@H:10]([C:22]1[CH:27]=[CH:26][CH:25]=[C:24]([OH:28])[CH:23]=1)[NH:11][S:12]([C:15]1[CH:21]=[CH:20][C:18]([CH3:19])=[CH:17][CH:16]=1)(=[O:13])=[O:14])([O:3][C:4]([CH3:6])([CH3:7])[CH3:5])=[O:2].